From a dataset of Full USPTO retrosynthesis dataset with 1.9M reactions from patents (1976-2016). Predict the reactants needed to synthesize the given product. (1) Given the product [NH:24]1[C:32]2[C:27](=[CH:28][CH:29]=[CH:30][CH:31]=2)[CH:26]=[C:25]1[C:33]1[C:34]([O:43][CH3:44])=[CH:35][C:36]([O:41][CH3:42])=[C:37](/[CH:38]=[CH:2]/[C:1]([C:4]2[CH:5]=[CH:6][C:7]([S:10]([NH:13][C:14]3[CH:19]=[CH:18][CH:17]=[CH:16][N:15]=3)(=[O:12])=[O:11])=[CH:8][CH:9]=2)=[O:3])[CH:40]=1, predict the reactants needed to synthesize it. The reactants are: [C:1]([C:4]1[CH:9]=[CH:8][C:7]([S:10]([NH:13][C:14]2[CH:19]=[CH:18][CH:17]=[CH:16][N:15]=2)(=[O:12])=[O:11])=[CH:6][CH:5]=1)(=[O:3])[CH3:2].CC(C)(C)C([N:24]1[C:32]2[C:27](=[CH:28][CH:29]=[CH:30][CH:31]=2)[CH:26]=[C:25]1[C:33]1[C:34]([O:43][CH3:44])=[CH:35][C:36]([O:41][CH3:42])=[C:37]([CH:40]=1)[CH:38]=O)=O.CO.O(C)[Li]. (2) Given the product [CH2:28]([C@@H:35]1[CH2:39][O:38][C:37](=[O:40])[N:36]1[C:2]1[CH:7]=[CH:6][C:5]([C:8]([N:10]2[CH2:15][CH2:14][N:13]([C:16]3[CH:21]=[CH:20][C:19]([CH3:22])=[CH:18][C:17]=3[CH3:23])[CH2:12][CH2:11]2)=[O:9])=[C:4]([S:24]([CH3:27])(=[O:26])=[O:25])[CH:3]=1)[C:29]1[CH:30]=[CH:31][CH:32]=[CH:33][CH:34]=1, predict the reactants needed to synthesize it. The reactants are: Br[C:2]1[CH:7]=[CH:6][C:5]([C:8]([N:10]2[CH2:15][CH2:14][N:13]([C:16]3[CH:21]=[CH:20][C:19]([CH3:22])=[CH:18][C:17]=3[CH3:23])[CH2:12][CH2:11]2)=[O:9])=[C:4]([S:24]([CH3:27])(=[O:26])=[O:25])[CH:3]=1.[CH2:28]([C@@H:35]1[CH2:39][O:38][C:37](=[O:40])[NH:36]1)[C:29]1[CH:34]=[CH:33][CH:32]=[CH:31][CH:30]=1. (3) Given the product [O:11]=[C:6]1[C:7]2[C:3](=[C:2]([NH:1][CH2:20][C:21]3[CH:26]=[CH:25][CH:24]=[CH:23][CH:22]=3)[CH:10]=[CH:9][CH:8]=2)[CH2:4][N:5]1[CH:12]1[CH2:17][CH2:16][C:15](=[O:18])[NH:14][C:13]1=[O:19], predict the reactants needed to synthesize it. The reactants are: [NH2:1][C:2]1[CH:10]=[CH:9][CH:8]=[C:7]2[C:3]=1[CH2:4][N:5]([CH:12]1[CH2:17][CH2:16][C:15](=[O:18])[NH:14][C:13]1=[O:19])[C:6]2=[O:11].[CH:20](=O)[C:21]1[CH:26]=[CH:25][CH:24]=[CH:23][CH:22]=1.[BH4-].[Na+]. (4) Given the product [CH2:3]([C:7]([CH2:17][OH:18])([CH2:10][CH2:11][CH2:12][CH3:13])[CH:8]=[O:9])[CH2:4][CH2:5][CH3:6], predict the reactants needed to synthesize it. The reactants are: [OH-].[Na+].[CH2:3]([CH:7]([CH2:10][CH2:11][CH2:12][CH3:13])[CH:8]=[O:9])[CH2:4][CH2:5][CH3:6].C=O.C[CH2:17][O:18]CC. (5) The reactants are: [NH2:1][C:2]1[CH:3]=[C:4]([C:7]([O:9][CH2:10][CH3:11])=[O:8])[S:5][CH:6]=1.[CH3:12][S:13](Cl)(=[O:15])=[O:14]. Given the product [CH3:12][S:13]([NH:1][C:2]1[CH:3]=[C:4]([C:7]([O:9][CH2:10][CH3:11])=[O:8])[S:5][CH:6]=1)(=[O:15])=[O:14], predict the reactants needed to synthesize it.